Predict the product of the given reaction. From a dataset of Forward reaction prediction with 1.9M reactions from USPTO patents (1976-2016). (1) Given the reactants [CH3:1][C:2]1[C:6](B2OC(C)(C)C(C)(C)O2)=[C:5]([CH3:16])[O:4][N:3]=1.Cl[C:18]1[C:23]2[CH:24]=[CH:25][C:26]([NH:28][C:29]3[CH:34]=[CH:33][C:32]([F:35])=[CH:31][C:30]=3[F:36])=[N:27][C:22]=2[CH:21]=[N:20][N:19]=1, predict the reaction product. The product is: [F:36][C:30]1[CH:31]=[C:32]([F:35])[CH:33]=[CH:34][C:29]=1[NH:28][C:26]1[CH:25]=[CH:24][C:23]2[C:18]([C:6]3[C:2]([CH3:1])=[N:3][O:4][C:5]=3[CH3:16])=[N:19][N:20]=[CH:21][C:22]=2[N:27]=1. (2) Given the reactants [Cl:1][C:2]1[CH:27]=[CH:26][C:5]([C:6]([NH:8][CH:9]([CH:20]2[CH2:25][CH2:24][CH2:23][CH2:22][CH2:21]2)[CH2:10][CH2:11][NH:12]C(=O)OC(C)(C)C)=[O:7])=[CH:4][C:3]=1[NH:28][C:29]([C:31]1[C:42](=[O:43])[NH:41][C:34]2[N:35]=[C:36]([O:39][CH3:40])[N:37]=[CH:38][C:33]=2[CH:32]=1)=[O:30].[F:44][C:45]([F:50])([F:49])[C:46]([OH:48])=[O:47], predict the reaction product. The product is: [F:44][C:45]([F:50])([F:49])[C:46]([OH:48])=[O:47].[NH2:12][CH2:11][CH2:10][CH:9]([NH:8][C:6]([C:5]1[CH:26]=[CH:27][C:2]([Cl:1])=[C:3]([NH:28][C:29]([C:31]2[C:42](=[O:43])[NH:41][C:34]3[N:35]=[C:36]([O:39][CH3:40])[N:37]=[CH:38][C:33]=3[CH:32]=2)=[O:30])[CH:4]=1)=[O:7])[CH:20]1[CH2:21][CH2:22][CH2:23][CH2:24][CH2:25]1.